Task: Binary Classification. Given a miRNA mature sequence and a target amino acid sequence, predict their likelihood of interaction.. Dataset: Experimentally validated miRNA-target interactions with 360,000+ pairs, plus equal number of negative samples The miRNA is hsa-miR-6799-5p with sequence GGGGAGGUGUGCAGGGCUGG. Result: 0 (no interaction). The protein sequence of the target gene is MADDAGAAGGPGGPGGPGMGNRGGFRGGFGSGIRGRGRGRGRGRGRGRGARGGKAEDKEWMPVTKLGRLVKDMKIKSLEEIYLFSLPIKESEIIDFFLGASLKDEVLKIMPVQKQTRAGQRTRFKAFVAIGDYNGHVGLGVKCSKEVATAIRGAIILAKLSIVPVRRGYWGNKIGKPHTVPCKVTGRCGSVLVRLIPAPRGTGIVSAPVPKKLLMMAGIDDCYTSARGCTATLGNFAKATFDAISKTYSYLTPDLWKETVFTKSPYQEFTDHLVKTHTRVSVQRTQAPAVATT.